From a dataset of Reaction yield outcomes from USPTO patents with 853,638 reactions. Predict the reaction yield, written as a fraction of the theoretical maximum amount of product (1.0 means a 100% yield; for example, 0.34 means a 34% yield). (1) The product is [F:1][C:2]1[CH:3]=[C:4]([CH:9]2[NH:14][C:13]([O:26][CH3:27])=[N:12][C:11]([CH2:28][CH3:29])=[C:10]2[C:30]([O:32][CH2:33][C:34]2[CH:35]=[CH:36][CH:37]=[CH:38][CH:39]=2)=[O:31])[CH:5]=[CH:6][C:7]=1[F:8]. The yield is 0.770. The catalyst is C(Cl)Cl. The reactants are [F:1][C:2]1[CH:3]=[C:4]([CH:9]2[N:14](C(N[C@@H](C3C=CC=CC=3)C)=O)[C:13]([O:26][CH3:27])=[N:12][C:11]([CH2:28][CH3:29])=[C:10]2[C:30]([O:32][CH2:33][C:34]2[CH:39]=[CH:38][CH:37]=[CH:36][CH:35]=2)=[O:31])[CH:5]=[CH:6][C:7]=1[F:8].N12CCCN=C1CCCCC2. (2) The reactants are [C:1]([C@@H:4]([NH:6][C:7](=[O:21])[C@H:8]([NH2:20])[CH2:9][C:10]1[CH:19]=[CH:18][C:17]2[C:12](=[CH:13][CH:14]=[CH:15][CH:16]=2)[CH:11]=1)[CH3:5])(=[O:3])[NH2:2].[CH3:22][O:23][C:24]1[CH:29]=[C:28]([O:30][CH3:31])[CH:27]=[CH:26][C:25]=1[CH2:32][N:33]([O:45][CH2:46][C:47]1[CH:52]=[CH:51][CH:50]=[CH:49][CH:48]=1)[C:34]([CH2:36][C@@H:37]([CH2:41][CH:42]([CH3:44])[CH3:43])[C:38](O)=[O:39])=[O:35].[Na].C(Cl)CCl.C1C=CC2N(O)N=NC=2C=1.CCN(C(C)C)C(C)C. The catalyst is ClCCl. The product is [C:1]([C@@H:4]([NH:6][C:7]([C@H:8]([NH:20][C:38](=[O:39])[C@H:37]([CH2:41][CH:42]([CH3:43])[CH3:44])[CH2:36][C:34]([N:33]([CH2:32][C:25]1[CH:26]=[CH:27][C:28]([O:30][CH3:31])=[CH:29][C:24]=1[O:23][CH3:22])[O:45][CH2:46][C:47]1[CH:48]=[CH:49][CH:50]=[CH:51][CH:52]=1)=[O:35])[CH2:9][C:10]1[CH:19]=[CH:18][C:17]2[C:12](=[CH:13][CH:14]=[CH:15][CH:16]=2)[CH:11]=1)=[O:21])[CH3:5])(=[O:3])[NH2:2]. The yield is 0.630. (3) The reactants are Cl[C:2]1[N:7]=[CH:6][N:5]=[C:4]([NH:8][CH:9]2[CH2:13][CH2:12][N:11](C(OC(C)(C)C)=O)[CH2:10]2)[CH:3]=1.[Cl:21][C:22]1[CH:23]=[C:24]([CH:26]=[CH:27][C:28]=1[F:29])[NH2:25]. The catalyst is CCOC(C)=O. The product is [Cl:21][C:22]1[CH:23]=[C:24]([NH:25][C:2]2[CH:3]=[C:4]([NH:8][CH:9]3[CH2:13][CH2:12][NH:11][CH2:10]3)[N:5]=[CH:6][N:7]=2)[CH:26]=[CH:27][C:28]=1[F:29]. The yield is 0.800. (4) The reactants are [CH:1]([N:4]1[C:12]2[CH:11]=[C:10]([NH:13][C:14]3[CH:19]=[CH:18][N:17]=[C:16]([C:20]4[S:24][C:23]([NH:25][CH3:26])=[N:22][CH:21]=4)[N:15]=3)[N:9]=[CH:8][C:7]=2[N:6]=[C:5]1[CH3:27])([CH3:3])[CH3:2].[C:28]([OH:31])(=O)[CH3:29].C(N(CC)C(C)C)(C)C.F[P-](F)(F)(F)(F)F.CN(C(N(C)C)=[N+]1C2C(=NC=CC=2)[N+]([O-])=N1)C. The catalyst is CN(C)C=O.ClCCl. The product is [CH:1]([N:4]1[C:12]2[CH:11]=[C:10]([NH:13][C:14]3[CH:19]=[CH:18][N:17]=[C:16]([C:20]4[S:24][C:23]([N:25]([CH3:26])[C:28](=[O:31])[CH3:29])=[N:22][CH:21]=4)[N:15]=3)[N:9]=[CH:8][C:7]=2[N:6]=[C:5]1[CH3:27])([CH3:3])[CH3:2]. The yield is 0.770. (5) The reactants are Cl[C:2]1[N:7]=[CH:6][C:5]([S:8]([C:11]2[N:15]([C:16]3[CH:21]=[CH:20][CH:19]=[CH:18][C:17]=3[F:22])[N:14]=[C:13]([CH2:23][N:24]([CH3:32])[C:25](=[O:31])[O:26][C:27]([CH3:30])([CH3:29])[CH3:28])[CH:12]=2)(=[O:10])=[O:9])=[CH:4][CH:3]=1.CS(C)=O.[C-]#N.[Na+].[N:40]12CCN(CC1)C[CH2:41]2. The catalyst is O. The product is [C:41]([C:2]1[N:7]=[CH:6][C:5]([S:8]([C:11]2[N:15]([C:16]3[CH:21]=[CH:20][CH:19]=[CH:18][C:17]=3[F:22])[N:14]=[C:13]([CH2:23][N:24]([CH3:32])[C:25](=[O:31])[O:26][C:27]([CH3:30])([CH3:29])[CH3:28])[CH:12]=2)(=[O:9])=[O:10])=[CH:4][CH:3]=1)#[N:40]. The yield is 0.620. (6) The reactants are Br[C:2]1[CH:3]=[C:4]2[CH:10]=[N:9][NH:8][C:5]2=[N:6][CH:7]=1.[CH3:11][O:12][C:13]([C:15]1[CH:16]=[C:17](B(O)O)[CH:18]=[CH:19][CH:20]=1)=[O:14].C(=O)(O)[O-].[Na+]. The yield is 0.650. The product is [NH:8]1[C:5]2=[N:6][CH:7]=[C:2]([C:19]3[CH:20]=[C:15]([CH:16]=[CH:17][CH:18]=3)[C:13]([O:12][CH3:11])=[O:14])[CH:3]=[C:4]2[CH:10]=[N:9]1. The catalyst is O1CCOCC1.O.C1C=CC([P]([Pd]([P](C2C=CC=CC=2)(C2C=CC=CC=2)C2C=CC=CC=2)([P](C2C=CC=CC=2)(C2C=CC=CC=2)C2C=CC=CC=2)[P](C2C=CC=CC=2)(C2C=CC=CC=2)C2C=CC=CC=2)(C2C=CC=CC=2)C2C=CC=CC=2)=CC=1.